This data is from NCI-60 drug combinations with 297,098 pairs across 59 cell lines. The task is: Regression. Given two drug SMILES strings and cell line genomic features, predict the synergy score measuring deviation from expected non-interaction effect. (1) Drug 1: CN(CCCl)CCCl.Cl. Drug 2: C1=NNC2=C1C(=O)NC=N2. Cell line: SW-620. Synergy scores: CSS=22.1, Synergy_ZIP=-4.35, Synergy_Bliss=3.37, Synergy_Loewe=-18.2, Synergy_HSA=0.712. (2) Drug 1: CCCCC(=O)OCC(=O)C1(CC(C2=C(C1)C(=C3C(=C2O)C(=O)C4=C(C3=O)C=CC=C4OC)O)OC5CC(C(C(O5)C)O)NC(=O)C(F)(F)F)O. Drug 2: CC1CCCC2(C(O2)CC(NC(=O)CC(C(C(=O)C(C1O)C)(C)C)O)C(=CC3=CSC(=N3)C)C)C. Cell line: EKVX. Synergy scores: CSS=31.7, Synergy_ZIP=-1.03, Synergy_Bliss=-1.05, Synergy_Loewe=-5.06, Synergy_HSA=-0.854. (3) Drug 1: C1CCC(C1)C(CC#N)N2C=C(C=N2)C3=C4C=CNC4=NC=N3. Drug 2: CC1CCCC2(C(O2)CC(NC(=O)CC(C(C(=O)C(C1O)C)(C)C)O)C(=CC3=CSC(=N3)C)C)C. Cell line: UACC-257. Synergy scores: CSS=-2.35, Synergy_ZIP=1.26, Synergy_Bliss=0.0188, Synergy_Loewe=-4.58, Synergy_HSA=-2.78.